This data is from Forward reaction prediction with 1.9M reactions from USPTO patents (1976-2016). The task is: Predict the product of the given reaction. (1) Given the reactants CS(O[CH:6]([CH3:48])[CH2:7][N:8]([C:13]1[C:32]([C:33]2[CH:38]=[CH:37][CH:36]=[C:35]([C:39]3[O:40][C:41]4[C:42]([N:47]=3)=[N:43][CH:44]=[CH:45][CH:46]=4)[CH:34]=2)=[CH:31][C:16]2[C:17]([C:27](=[O:30])[NH:28][CH3:29])=[C:18]([C:20]3[CH:25]=[CH:24][C:23]([F:26])=[CH:22][CH:21]=3)[O:19][C:15]=2[CH:14]=1)[S:9]([CH3:12])(=[O:11])=[O:10])(=O)=O.CCN(CC)CC.[C:56]1([NH2:62])[CH:61]=[CH:60][CH:59]=[CH:58][CH:57]=1, predict the reaction product. The product is: [F:26][C:23]1[CH:22]=[CH:21][C:20]([C:18]2[O:19][C:15]3[CH:14]=[C:13]([N:8]([CH2:7][CH:6]([NH:62][C:56]4[CH:61]=[CH:60][CH:59]=[CH:58][CH:57]=4)[CH3:48])[S:9]([CH3:12])(=[O:10])=[O:11])[C:32]([C:33]4[CH:38]=[CH:37][CH:36]=[C:35]([C:39]5[O:40][C:41]6[C:42]([N:47]=5)=[N:43][CH:44]=[CH:45][CH:46]=6)[CH:34]=4)=[CH:31][C:16]=3[C:17]=2[C:27]([NH:28][CH3:29])=[O:30])=[CH:25][CH:24]=1. (2) The product is: [NH2:1][C:2]1[C:7]([CH:8]([CH3:9])[CH3:10])=[N:6][C:5]([O:11][CH2:12][C:13]([N:34]([CH:31]2[CH2:30][CH2:29][N:28]([CH2:21][C:22]3[CH:27]=[CH:26][CH:25]=[CH:24][CH:23]=3)[CH2:33][CH2:32]2)[CH3:35])=[O:15])=[N:4][C:3]=1[CH:18]([CH3:19])[CH3:20]. Given the reactants [NH2:1][C:2]1[C:3]([CH:18]([CH3:20])[CH3:19])=[N:4][C:5]([O:11][CH2:12][C:13]([O:15]CC)=O)=[N:6][C:7]=1[CH:8]([CH3:10])[CH3:9].[CH2:21]([N:28]1[CH2:33][CH2:32][CH:31]([NH:34][CH3:35])[CH2:30][CH2:29]1)[C:22]1[CH:27]=[CH:26][CH:25]=[CH:24][CH:23]=1, predict the reaction product. (3) Given the reactants [NH2:1][C:2]1[N:3]=[CH:4][C:5]2[C:10]([C:11]([C:13]3[CH:14]=[N:15][CH:16]=[C:17]([NH2:19])[CH:18]=3)=[O:12])=[CH:9][N:8]([C:20]([CH3:24])([CH3:23])[CH2:21][OH:22])[C:6]=2[N:7]=1.[Br:25][C:26]1[CH:27]=[CH:28][C:29]([CH2:32][C:33](O)=[O:34])=[N:30][CH:31]=1, predict the reaction product. The product is: [NH2:1][C:2]1[N:3]=[CH:4][C:5]2[C:10]([C:11]([C:13]3[CH:18]=[C:17]([NH:19][C:33](=[O:34])[CH2:32][C:29]4[CH:28]=[CH:27][C:26]([Br:25])=[CH:31][N:30]=4)[CH:16]=[N:15][CH:14]=3)=[O:12])=[CH:9][N:8]([C:20]([CH3:24])([CH3:23])[CH2:21][OH:22])[C:6]=2[N:7]=1. (4) The product is: [F:20][C:17]1[CH:16]=[CH:15][C:14]([CH2:13][C:12]2[NH:8][C:9]([C:21]3[C:22]([O:32][CH3:33])=[C:23]4[C:28](=[O:29])[N:27]([CH3:30])[CH2:26][CH2:25][N:24]4[CH:31]=3)=[N:10][N:11]=2)=[CH:19][CH:18]=1. Given the reactants C([N:8]1[C:12]([CH2:13][C:14]2[CH:19]=[CH:18][C:17]([F:20])=[CH:16][CH:15]=2)=[N:11][N:10]=[C:9]1[C:21]1[C:22]([O:32][CH3:33])=[C:23]2[C:28](=[O:29])[N:27]([CH3:30])[CH2:26][CH2:25][N:24]2[CH:31]=1)C1C=CC=CC=1.[H][H], predict the reaction product. (5) Given the reactants [Cl:1][C:2]1[C:7]([N:8]2[CH:12]=[CH:11][C:10]([NH2:13])=[N:9]2)=[CH:6][CH:5]=[CH:4][N:3]=1.[I:14][C:15]1[CH:23]=[CH:22][CH:21]=[CH:20][C:16]=1[C:17](Cl)=[O:18].C(N(CC)CC)C, predict the reaction product. The product is: [Cl:1][C:2]1[C:7]([N:8]2[CH:12]=[CH:11][C:10]([NH:13][C:17](=[O:18])[C:16]3[CH:20]=[CH:21][CH:22]=[CH:23][C:15]=3[I:14])=[N:9]2)=[CH:6][CH:5]=[CH:4][N:3]=1.